Task: Predict which catalyst facilitates the given reaction.. Dataset: Catalyst prediction with 721,799 reactions and 888 catalyst types from USPTO (1) Reactant: [Cl:1][C:2]1[CH:3]=[CH:4][C:5]([N:50]2[CH:54]=[N:53][N:52]=[N:51]2)=[C:6](/[CH:8]=[CH:9]/[C:10]([N:12]2[C@H:17]([C:18]3[NH:19][CH:20]=[C:21]([C:23]4[CH:28]=[CH:27][C:26]([NH:29][C:30]([O:32][CH3:33])=[O:31])=[CH:25][CH:24]=4)[N:22]=3)[C@H:16]([CH:34]3[CH2:36][CH2:35]3)[CH2:15][C@H:14]([CH:37]3[CH2:42][CH2:41][N:40](C(OC(C)(C)C)=O)[CH2:39][CH2:38]3)[CH2:13]2)=[O:11])[CH:7]=1.C(O)(C(F)(F)F)=O. Product: [Cl:1][C:2]1[CH:3]=[CH:4][C:5]([N:50]2[CH:54]=[N:53][N:52]=[N:51]2)=[C:6](/[CH:8]=[CH:9]/[C:10]([N:12]2[C@H:17]([C:18]3[NH:19][CH:20]=[C:21]([C:23]4[CH:24]=[CH:25][C:26]([NH:29][C:30](=[O:31])[O:32][CH3:33])=[CH:27][CH:28]=4)[N:22]=3)[C@H:16]([CH:34]3[CH2:35][CH2:36]3)[CH2:15][C@H:14]([CH:37]3[CH2:42][CH2:41][NH:40][CH2:39][CH2:38]3)[CH2:13]2)=[O:11])[CH:7]=1. The catalyst class is: 2. (2) Reactant: [OH-].[Na+].CO.C([O:7][C:8]([C:10]1[C:14]([C:15]2[CH:20]=[CH:19][C:18]([CH3:21])=[CH:17][CH:16]=2)=[CH:13][S:12][C:11]=1[N:22]1[C:30](=[O:31])[C:29]2[C:24](=[CH:25][CH:26]=[CH:27][CH:28]=2)[C:23]1=[O:32])=[O:9])C.Cl. Product: [O:32]=[C:23]1[C:24]2[C:29](=[CH:28][CH:27]=[CH:26][CH:25]=2)[C:30](=[O:31])[N:22]1[C:11]1[S:12][CH:13]=[C:14]([C:15]2[CH:16]=[CH:17][C:18]([CH3:21])=[CH:19][CH:20]=2)[C:10]=1[C:8]([OH:9])=[O:7]. The catalyst class is: 6. (3) Product: [CH3:28][N:27]([CH3:29])[CH2:26][CH2:25][NH:24][C:22]([C:7]1[CH:8]=[C:9]2[C:14](=[C:5]([CH:3]([N:35]([C:34]3[CH:37]=[CH:38][C:31]([F:30])=[CH:32][CH:33]=3)[CH3:36])[CH3:4])[CH:6]=1)[O:13][C:12]([N:15]1[CH2:20][CH2:19][O:18][CH2:17][CH2:16]1)=[CH:11][C:10]2=[O:21])=[O:23]. Reactant: Br.Br[CH:3]([C:5]1[CH:6]=[C:7]([C:22]([NH:24][CH2:25][CH2:26][N:27]([CH3:29])[CH3:28])=[O:23])[CH:8]=[C:9]2[C:14]=1[O:13][C:12]([N:15]1[CH2:20][CH2:19][O:18][CH2:17][CH2:16]1)=[CH:11][C:10]2=[O:21])[CH3:4].[F:30][C:31]1[CH:38]=[CH:37][C:34]([NH:35][CH3:36])=[CH:33][CH:32]=1. The catalyst class is: 37. (4) Reactant: [F:1][C:2]1[CH:7]=[CH:6][C:5]([NH:8][C:9]([C:11]2([C:14]([NH:16][C:17]3[CH:22]=[CH:21][C:20]([O:23][C:24]4[N:32]=[CH:31][N:30]=[C:29]5[C:25]=4[N:26]=[CH:27][N:28]5C4CCCCO4)=[CH:19][CH:18]=3)=[O:15])[CH2:13][CH2:12]2)=[O:10])=[CH:4][CH:3]=1.Cl. Product: [F:1][C:2]1[CH:7]=[CH:6][C:5]([NH:8][C:9]([C:11]2([C:14]([NH:16][C:17]3[CH:22]=[CH:21][C:20]([O:23][C:24]4[N:32]=[CH:31][N:30]=[C:29]5[C:25]=4[N:26]=[CH:27][NH:28]5)=[CH:19][CH:18]=3)=[O:15])[CH2:13][CH2:12]2)=[O:10])=[CH:4][CH:3]=1. The catalyst class is: 12. (5) Reactant: [C:1](=[O:4])([O-])[O-].[K+].[K+].[Br:7][C:8]1[CH:13]=[CH:12][CH:11]=[CH:10][C:9]=1O.[CH2:15](Br)[C:16]1[CH:21]=[CH:20][CH:19]=[CH:18][CH:17]=1.O. Product: [Br:7][C:8]1[CH:13]=[CH:12][CH:11]=[CH:10][C:9]=1[CH:15]([O:4][CH:1]([C:9]1[CH:10]=[CH:11][CH:12]=[CH:13][C:8]=1[Br:7])[C:8]1[CH:13]=[CH:12][CH:11]=[CH:10][CH:9]=1)[C:16]1[CH:21]=[CH:20][CH:19]=[CH:18][CH:17]=1. The catalyst class is: 9. (6) Reactant: Br[CH2:2][C:3]([N:5]1[CH2:11][CH2:10][C:9]2[CH:12]=[C:13]([CH3:33])[C:14]([C:16]3[N:20]=[C:19]([C:21]4[CH:22]=[CH:23][C:24]([O:29][CH:30]([CH3:32])[CH3:31])=[C:25]([CH:28]=4)[C:26]#[N:27])[O:18][N:17]=3)=[CH:15][C:8]=2[CH2:7][CH2:6]1)=[O:4].[NH2:34][CH2:35][CH:36]([OH:39])[CH2:37][OH:38].C(=O)([O-])[O-].[K+].[K+]. Product: [OH:39][CH:36]([CH2:37][OH:38])[CH2:35][NH:34][CH2:2][C:3]([N:5]1[CH2:11][CH2:10][C:9]2[CH:12]=[C:13]([CH3:33])[C:14]([C:16]3[N:20]=[C:19]([C:21]4[CH:22]=[CH:23][C:24]([O:29][CH:30]([CH3:32])[CH3:31])=[C:25]([CH:28]=4)[C:26]#[N:27])[O:18][N:17]=3)=[CH:15][C:8]=2[CH2:7][CH2:6]1)=[O:4]. The catalyst class is: 10. (7) Reactant: [F:1][C:2]1[CH:3]=[C:4]2[C:9](=[C:10]([OH:12])[CH:11]=1)[N:8]=[C:7]([CH3:13])[CH:6]=[CH:5]2.I[CH:15]([CH3:17])[CH3:16].C([O-])([O-])=O.[K+].[K+].O. Product: [F:1][C:2]1[CH:3]=[C:4]2[C:9](=[C:10]([O:12][CH:15]([CH3:17])[CH3:16])[CH:11]=1)[N:8]=[C:7]([CH3:13])[CH:6]=[CH:5]2. The catalyst class is: 21.